From a dataset of Catalyst prediction with 721,799 reactions and 888 catalyst types from USPTO. Predict which catalyst facilitates the given reaction. (1) Reactant: [C:1]([N:5]([CH3:25])[C:6]([C:8]1[N:9]=[CH:10][N:11]2[C:20]3[C:15](=[CH:16][C:17]([O:23][CH3:24])=[C:18]([O:21][CH3:22])[CH:19]=3)[CH2:14][CH2:13][C:12]=12)=[O:7])([CH3:4])([CH3:3])[CH3:2].[Br:26]N1C(=O)CCC1=O.O. Product: [C:1]([N:5]([CH3:25])[C:6]([C:8]1[N:9]=[C:10]([Br:26])[N:11]2[C:20]3[C:15](=[CH:16][C:17]([O:23][CH3:24])=[C:18]([O:21][CH3:22])[CH:19]=3)[CH2:14][CH2:13][C:12]=12)=[O:7])([CH3:4])([CH3:3])[CH3:2]. The catalyst class is: 10. (2) Reactant: [CH3:1][O:2][C:3]1[CH:8]=[CH:7][CH:6]=[CH:5][C:4]=1[N:9]1[CH2:14][CH2:13][N:12]([C:15]2[S:16][C:17]([CH2:26][C:27]([O:29]C)=[O:28])=[C:18]([C:20]3[CH:25]=[CH:24][CH:23]=[CH:22][CH:21]=3)[N:19]=2)[CH2:11][CH2:10]1.[OH-].[Na+]. Product: [CH3:1][O:2][C:3]1[CH:8]=[CH:7][CH:6]=[CH:5][C:4]=1[N:9]1[CH2:10][CH2:11][N:12]([C:15]2[S:16][C:17]([CH2:26][C:27]([OH:29])=[O:28])=[C:18]([C:20]3[CH:21]=[CH:22][CH:23]=[CH:24][CH:25]=3)[N:19]=2)[CH2:13][CH2:14]1. The catalyst class is: 40. (3) Reactant: C(OC1C=CC(C(C2CCN(CC(O)=O)CC2)=O)=CC=1)C.FC1C=CC(C(C2CCN(CC(O)=O)CC2)=O)=CC=1.C1(CCO)CC1.[CH:47]1([CH2:50][CH2:51][O:52][C:53]2[CH:70]=[CH:69][C:56]([C:57]([CH:59]3[CH2:64][CH2:63][N:62]([CH2:65][C:66]([OH:68])=[O:67])[CH2:61][CH2:60]3)=[O:58])=[CH:55][CH:54]=2)[CH2:49][CH2:48]1.[NH2:71][CH2:72][C:73]1[NH:74][C:75](=[O:83])[C:76]2[CH2:82][O:81][CH2:80][CH2:79][C:77]=2[N:78]=1.C(O)(C(F)(F)F)=O. Product: [CH:47]1([CH2:50][CH2:51][O:52][C:53]2[CH:70]=[CH:69][C:56]([C:57]([CH:59]3[CH2:60][CH2:61][N:62]([CH2:65][C:66]([OH:68])=[O:67])[CH2:63][CH2:64]3)=[O:58])=[CH:55][CH:54]=2)[CH2:49][CH2:48]1.[CH:47]1([CH2:50][CH2:51][O:52][C:53]2[CH:70]=[CH:69][C:56]([C:57]([CH:59]3[CH2:60][CH2:61][N:62]([CH2:65][C:66]([NH:71][CH2:72][C:73]4[NH:74][C:75](=[O:83])[C:76]5[CH2:82][O:81][CH2:80][CH2:79][C:77]=5[N:78]=4)=[O:68])[CH2:63][CH2:64]3)=[O:58])=[CH:55][CH:54]=2)[CH2:48][CH2:49]1. The catalyst class is: 47. (4) Reactant: [CH2:1]([CH:4]([C:8]1[CH:28]=[CH:27][C:11]([O:12][CH2:13][C:14]2[CH:19]=[CH:18][C:17]([C:20]3[S:24][C:23]([CH2:25]O)=[CH:22][CH:21]=3)=[CH:16][CH:15]=2)=[CH:10][CH:9]=1)[CH2:5][CH2:6][CH3:7])[CH2:2][CH3:3].S(Cl)([Cl:31])=O. Product: [CH2:1]([CH:4]([C:8]1[CH:28]=[CH:27][C:11]([O:12][CH2:13][C:14]2[CH:19]=[CH:18][C:17]([C:20]3[S:24][C:23]([CH2:25][Cl:31])=[CH:22][CH:21]=3)=[CH:16][CH:15]=2)=[CH:10][CH:9]=1)[CH2:5][CH2:6][CH3:7])[CH2:2][CH3:3]. The catalyst class is: 22. (5) Reactant: Cl[C:2]1[C:11]2[C:6](=[C:7]([F:13])[C:8]([CH3:12])=[CH:9][CH:10]=2)[N:5]=[C:4]([C:14]([O:16][CH3:17])=[O:15])[CH:3]=1.[F:18][C:19]1[CH:24]=[CH:23][C:22](B(O)O)=[CH:21][CH:20]=1.CCO.C(=O)([O-])[O-].[Na+].[Na+]. Product: [F:13][C:7]1[C:8]([CH3:12])=[CH:9][CH:10]=[C:11]2[C:6]=1[N:5]=[C:4]([C:14]([O:16][CH3:17])=[O:15])[CH:3]=[C:2]2[C:22]1[CH:23]=[CH:24][C:19]([F:18])=[CH:20][CH:21]=1. The catalyst class is: 109. (6) Reactant: [F:1][C:2]1[CH:3]=[C:4]([CH:7]=[CH:8][C:9]=1[N+:10]([O-:12])=[O:11])[CH:5]=O.Cl.[NH2:14][OH:15]. Product: [F:1][C:2]1[CH:3]=[C:4]([CH:7]=[CH:8][C:9]=1[N+:10]([O-:12])=[O:11])[CH:5]=[N:14][OH:15]. The catalyst class is: 8.